Dataset: Reaction yield outcomes from USPTO patents with 853,638 reactions. Task: Predict the reaction yield, written as a fraction of the theoretical maximum amount of product (1.0 means a 100% yield; for example, 0.34 means a 34% yield). (1) The reactants are [NH2:1][CH2:2][C:3]1[N:8]=[C:7]([C:9]2[S:13][C:12]([N:14]3[CH2:19][CH2:18][O:17][CH2:16][CH2:15]3)=[N:11][C:10]=2[C:20]2[C:21]([F:38])=[C:22]([NH:26][S:27]([C:30]3[CH:35]=[C:34]([F:36])[CH:33]=[CH:32][C:31]=3[F:37])(=[O:29])=[O:28])[CH:23]=[CH:24][CH:25]=2)[CH:6]=[CH:5][N:4]=1.C(N(CC)CC)C.[CH:46]1([C:51](Cl)=[O:52])[CH2:50][CH2:49][CH2:48][CH2:47]1. The catalyst is ClCCl. The product is [F:37][C:31]1[CH:32]=[CH:33][C:34]([F:36])=[CH:35][C:30]=1[S:27]([NH:26][C:22]1[C:21]([F:38])=[C:20]([C:10]2[N:11]=[C:12]([N:14]3[CH2:19][CH2:18][O:17][CH2:16][CH2:15]3)[S:13][C:9]=2[C:7]2[CH:6]=[CH:5][N:4]=[C:3]([CH2:2][NH:1][C:51]([CH:46]3[CH2:50][CH2:49][CH2:48][CH2:47]3)=[O:52])[N:8]=2)[CH:25]=[CH:24][CH:23]=1)(=[O:28])=[O:29]. The yield is 0.250. (2) The reactants are [NH2:1][C:2]1[N:7]=[C:6]([N:8]2[CH2:13][CH2:12][N:11]([C:14](=[O:24])[CH2:15][O:16][C:17]3[CH:22]=[CH:21][C:20]([Cl:23])=[CH:19][CH:18]=3)[CH2:10][CH2:9]2)[C:5]([NH2:25])=[C:4]([NH2:26])[N:3]=1.[Br:27][C:28]1[CH:35]=[CH:34][C:31]([CH:32]=O)=[CH:30][CH:29]=1. No catalyst specified. The product is [NH2:1][C:2]1[N:3]=[C:4]2[C:5]([N:25]=[C:32]([C:31]3[CH:34]=[CH:35][C:28]([Br:27])=[CH:29][CH:30]=3)[NH:26]2)=[C:6]([N:8]2[CH2:9][CH2:10][N:11]([C:14](=[O:24])[CH2:15][O:16][C:17]3[CH:18]=[CH:19][C:20]([Cl:23])=[CH:21][CH:22]=3)[CH2:12][CH2:13]2)[N:7]=1. The yield is 0.740. (3) The reactants are [CH:1]1([CH2:7][C:8]([CH3:19])([C:13]2[CH:18]=[CH:17][CH:16]=[CH:15][CH:14]=2)[C:9]([O:11]C)=[O:10])[CH2:6][CH2:5][CH2:4][CH2:3][CH2:2]1.C[Si](C)(C)[O-].[K+].O. The catalyst is O1CCCC1. The product is [CH:1]1([CH2:7][C:8]([CH3:19])([C:13]2[CH:14]=[CH:15][CH:16]=[CH:17][CH:18]=2)[C:9]([OH:11])=[O:10])[CH2:6][CH2:5][CH2:4][CH2:3][CH2:2]1. The yield is 0.990.